This data is from Reaction yield outcomes from USPTO patents with 853,638 reactions. The task is: Predict the reaction yield, written as a fraction of the theoretical maximum amount of product (1.0 means a 100% yield; for example, 0.34 means a 34% yield). (1) The reactants are Cl.[Cl:2][CH2:3][C:4]1[N:5]=[C:6]([NH2:9])[S:7][CH:8]=1.[C:10](O[C:10]([O:12][C:13]([CH3:16])([CH3:15])[CH3:14])=[O:11])([O:12][C:13]([CH3:16])([CH3:15])[CH3:14])=[O:11].C(N(CC)CC)C. The catalyst is CN(C1C=CN=CC=1)C.C1COCC1.C(OCC)(=O)C. The product is [C:13]([O:12][C:10](=[O:11])[NH:9][C:6]1[S:7][CH:8]=[C:4]([CH2:3][Cl:2])[N:5]=1)([CH3:16])([CH3:15])[CH3:14]. The yield is 0.450. (2) The reactants are [CH3:1][C:2]1[C:3](=[O:18])[NH:4][C:5](=[O:17])[N:6]([CH:16]=1)[C@@H:7]1[O:15][C@H:12]([CH2:13][OH:14])[C@@H:10]([OH:11])[C@H:8]1O.C(=O)(OC1C=CC=CC=1)OC1C=CC=CC=1.C(=O)=O.C(OCC)C. The catalyst is CN(C)P(N(C)C)(N(C)C)=O.C([O-])(O)=O.[Na+]. The product is [CH3:1][C:2]1[C:3](=[O:18])[N:4]=[C:5]2[N:6]([C@@H:7]3[O:15][C@H:12]([CH2:13][OH:14])[C@@H:10]([OH:11])[C@@H:8]3[O:17]2)[CH:16]=1. The yield is 0.773. (3) The reactants are [N+:1]([C:4]1[CH:5]=[C:6]([S:10]([CH2:13][CH2:14][OH:15])(=[O:12])=[O:11])[CH:7]=[CH:8][CH:9]=1)([O-:3])=[O:2].[CH3:16][S:17](Cl)(=[O:19])=[O:18]. The catalyst is ClCCl.N1C=CC=CC=1. The product is [CH3:16][S:17]([O:15][CH2:14][CH2:13][S:10]([C:6]1[CH:7]=[CH:8][CH:9]=[C:4]([N+:1]([O-:3])=[O:2])[CH:5]=1)(=[O:12])=[O:11])(=[O:19])=[O:18]. The yield is 0.710. (4) The reactants are [CH3:1][O:2][C:3]1[CH:45]=[CH:44][C:6]([CH2:7][N:8]([CH:41]([CH3:43])[CH3:42])[CH2:9][CH2:10][C@H:11]([NH:16][C:17]([C:19]2[CH:27]=[C:26]3[C:22]([CH:23]=[N:24][N:25]3[CH2:28][CH:29]([CH3:31])[CH3:30])=[CH:21][C:20]=2[O:32][C:33]2[CH:38]=[CH:37][C:36]([F:39])=[CH:35][C:34]=2[F:40])=[O:18])[C:12](OC)=[O:13])=[CH:5][CH:4]=1.[BH4-].[Na+]. The catalyst is C1COCC1.CO. The product is [CH3:1][O:2][C:3]1[CH:45]=[CH:44][C:6]([CH2:7][N:8]([CH:41]([CH3:43])[CH3:42])[CH2:9][CH2:10][C@H:11]([NH:16][C:17]([C:19]2[CH:27]=[C:26]3[C:22]([CH:23]=[N:24][N:25]3[CH2:28][CH:29]([CH3:31])[CH3:30])=[CH:21][C:20]=2[O:32][C:33]2[CH:38]=[CH:37][C:36]([F:39])=[CH:35][C:34]=2[F:40])=[O:18])[CH2:12][OH:13])=[CH:5][CH:4]=1. The yield is 0.590. (5) The reactants are [C:1]([O:5][C:6]([N:8]1[CH2:12][CH2:11][C:10]([C:16]([C:18]2[S:19][C:20](Cl)=[C:21]([Cl:23])[CH:22]=2)=[O:17])([CH2:13][CH2:14][CH3:15])[CH2:9]1)=[O:7])([CH3:4])([CH3:3])[CH3:2].[CH3:25]B1OB(C)OB(C)O1.C(=O)([O-])[O-].[K+].[K+]. The catalyst is O1CCOCC1.C1C=CC([P]([Pd]([P](C2C=CC=CC=2)(C2C=CC=CC=2)C2C=CC=CC=2)([P](C2C=CC=CC=2)(C2C=CC=CC=2)C2C=CC=CC=2)[P](C2C=CC=CC=2)(C2C=CC=CC=2)C2C=CC=CC=2)(C2C=CC=CC=2)C2C=CC=CC=2)=CC=1. The product is [C:1]([O:5][C:6]([N:8]1[CH2:12][CH2:11][C:10]([C:16]([C:18]2[S:19][C:20]([CH3:25])=[C:21]([Cl:23])[CH:22]=2)=[O:17])([CH2:13][CH2:14][CH3:15])[CH2:9]1)=[O:7])([CH3:3])([CH3:4])[CH3:2]. The yield is 0.870.